From a dataset of Full USPTO retrosynthesis dataset with 1.9M reactions from patents (1976-2016). Predict the reactants needed to synthesize the given product. (1) The reactants are: [OH-].[Na+].[C:3]([NH:6][C:7]([CH2:18][C:19]1[CH:20]=[N:21][CH:22]=[CH:23][CH:24]=1)(C(OCC)=O)[C:8]([O:10][CH2:11][CH3:12])=[O:9])(=[O:5])[CH3:4].Cl. Given the product [C:3]([NH:6][CH:7]([CH2:18][C:19]1[CH:20]=[N:21][CH:22]=[CH:23][CH:24]=1)[C:8]([O:10][CH2:11][CH3:12])=[O:9])(=[O:5])[CH3:4], predict the reactants needed to synthesize it. (2) Given the product [NH2:32][CH2:31][CH2:30][N:28]1[CH:29]=[C:9]2[C:10]([N:11]=[C:12]([C:20]3[CH:21]=[CH:22][C:23]([F:26])=[CH:24][CH:25]=3)[C:13]([C:14]3[CH:19]=[CH:18][N:17]=[CH:16][CH:15]=3)=[C:8]2[C:5]2[CH:6]=[CH:7][C:2]([F:1])=[CH:3][CH:4]=2)=[N:27]1, predict the reactants needed to synthesize it. The reactants are: [F:1][C:2]1[CH:7]=[CH:6][C:5]([C:8]2[C:9]3[C:10](=[N:27][N:28]([CH2:30][CH2:31][N:32]4C(=O)C5=CC=CC=C5C4=O)[CH:29]=3)[N:11]=[C:12]([C:20]3[CH:25]=[CH:24][C:23]([F:26])=[CH:22][CH:21]=3)[C:13]=2[C:14]2[CH:19]=[CH:18][N:17]=[CH:16][CH:15]=2)=[CH:4][CH:3]=1.O.NN.O.CCOC(C)=O. (3) Given the product [CH2:7]([C:11]1[CH:16]=[CH:15][C:14]([S:17]([NH:1][C:2]2[S:3][CH:4]=[N:5][N:6]=2)(=[O:19])=[O:18])=[CH:13][CH:12]=1)[CH2:8][CH2:9][CH3:10], predict the reactants needed to synthesize it. The reactants are: [NH2:1][C:2]1[S:3][CH:4]=[N:5][N:6]=1.[CH2:7]([C:11]1[CH:16]=[CH:15][C:14]([S:17](Cl)(=[O:19])=[O:18])=[CH:13][CH:12]=1)[CH2:8][CH2:9][CH3:10].O. (4) Given the product [CH2:4]([O:6][C:7]([C:8]1[CH:9]=[C:10]([CH2:11][CH2:12][CH:13]=[C:14]([CH3:16])[CH3:15])[NH:3][N:2]=1)=[O:19])[CH3:5], predict the reactants needed to synthesize it. The reactants are: O.[NH2:2][NH2:3].[CH2:4]([O:6][C:7](=[O:19])[C:8](=O)[CH2:9][C:10](=O)[CH2:11][CH2:12][CH:13]=[C:14]([CH3:16])[CH3:15])[CH3:5]. (5) Given the product [NH:19]1[C:20]2[C:16](=[CH:15][C:14]([N:13]=[C:5]3[C:4]4[C:8](=[CH:9][CH:10]=[C:2]([CH3:1])[CH:3]=4)[NH:7][C:6]3=[O:11])=[CH:22][CH:21]=2)[CH:17]=[N:18]1, predict the reactants needed to synthesize it. The reactants are: [CH3:1][C:2]1[CH:3]=[C:4]2[C:8](=[CH:9][CH:10]=1)[NH:7][C:6](=[O:11])[C:5]2=O.[NH2:13][C:14]1[CH:15]=[C:16]2[C:20](=[CH:21][CH:22]=1)[NH:19][N:18]=[CH:17]2. (6) Given the product [CH2:17]([N:18]1[C:22]([C:9](=[O:1])[CH3:10])=[CH:21][N:20]=[C:19]1[CH3:26])[CH3:11], predict the reactants needed to synthesize it. The reactants are: [O:1]([CH2:9][CH3:10])S(C(F)(F)F)(=O)=O.[C:11]1([C:17](C2C=CC=CC=2)(C2C=CC=CC=2)[N:18]2[CH:22]=[C:21](C(=O)C)[N:20]=[C:19]2[CH3:26])C=CC=CC=1. (7) Given the product [Br:1][C:2]1[CH:7]=[C:6]([C:8]([O:12][CH3:13])([O:10][CH3:11])[CH3:9])[CH:5]=[C:4]([C:14]([CH3:17])([CH3:16])[CH3:15])[C:3]=1[O:18][CH2:19][CH3:20], predict the reactants needed to synthesize it. The reactants are: [Br:1][C:2]1[CH:7]=[C:6]([C:8]([O:12][CH3:13])([O:10][CH3:11])[CH3:9])[CH:5]=[C:4]([C:14]([CH3:17])([CH3:16])[CH3:15])[C:3]=1[OH:18].[CH2:19](I)[CH3:20].